Dataset: Reaction yield outcomes from USPTO patents with 853,638 reactions. Task: Predict the reaction yield, written as a fraction of the theoretical maximum amount of product (1.0 means a 100% yield; for example, 0.34 means a 34% yield). (1) The reactants are N[C:2]([CH3:6])([CH3:5])[CH2:3]O.[N+:7]([C:10]1[CH:11]=[C:12]([S:16](Cl)(=[O:18])=[O:17])[CH:13]=[CH:14][CH:15]=1)([O-:9])=[O:8].C([N:22](CC)CC)C.O. The catalyst is O1CCOCC1. The product is [N+:7]([C:10]1[CH:11]=[C:12]([S:16]([NH:22][CH2:3][CH:2]2[CH2:6][CH2:5]2)(=[O:18])=[O:17])[CH:13]=[CH:14][CH:15]=1)([O-:9])=[O:8]. The yield is 0.420. (2) The reactants are [CH3:1][O:2][CH2:3][C:4]1[CH:9]=[C:8]([C:10]([O:12]C)=[O:11])[CH:7]=[CH:6][C:5]=1[C:14]1[CH:19]=[CH:18][CH:17]=[CH:16][C:15]=1[CH3:20].[OH-].[Na+]. The catalyst is CCO. The product is [CH3:1][O:2][CH2:3][C:4]1[CH:9]=[C:8]([C:10]([OH:12])=[O:11])[CH:7]=[CH:6][C:5]=1[C:14]1[CH:19]=[CH:18][CH:17]=[CH:16][C:15]=1[CH3:20]. The yield is 0.920. (3) The reactants are Cl[C:2]1[N:7]=[CH:6][NH:5][C:4](=[O:8])[CH:3]=1.[N:9]1([C:15]([O:17][CH2:18][C:19]2[CH:24]=[CH:23][CH:22]=[CH:21][CH:20]=2)=[O:16])[CH2:14][CH2:13][NH:12][CH2:11][CH2:10]1.C(N(C(C)C)CC)(C)C. The catalyst is CC(O)CC. The product is [CH2:18]([O:17][C:15]([N:9]1[CH2:14][CH2:13][N:12]([C:2]2[N:7]=[CH:6][NH:5][C:4](=[O:8])[CH:3]=2)[CH2:11][CH2:10]1)=[O:16])[C:19]1[CH:24]=[CH:23][CH:22]=[CH:21][CH:20]=1. The yield is 0.830. (4) The reactants are [CH:1]1([N:6]2[C:10]3[N:11]=[C:12]([NH:15][C:16]4[CH:24]=[CH:23][C:19]([C:20](O)=[O:21])=[CH:18][N:17]=4)[N:13]=[CH:14][C:9]=3[CH:8]=[C:7]2[C:25](=[O:29])[N:26]([CH3:28])[CH3:27])[CH2:5][CH2:4][CH2:3][CH2:2]1.[CH3:30][N:31]([CH3:38])[CH:32]1[CH2:37][CH2:36][NH:35][CH2:34][CH2:33]1.CN(C(ON1N=NC2C=CC=CC1=2)=[N+](C)C)C.F[P-](F)(F)(F)(F)F.CCN(C(C)C)C(C)C. The catalyst is CN(C=O)C. The product is [CH3:27][N:26]([CH3:28])[C:25]([C:7]1[N:6]([CH:1]2[CH2:2][CH2:3][CH2:4][CH2:5]2)[C:10]2[N:11]=[C:12]([NH:15][C:16]3[CH:24]=[CH:23][C:19]([C:20]([N:35]4[CH2:36][CH2:37][CH:32]([N:31]([CH3:38])[CH3:30])[CH2:33][CH2:34]4)=[O:21])=[CH:18][N:17]=3)[N:13]=[CH:14][C:9]=2[CH:8]=1)=[O:29]. The yield is 0.460. (5) The catalyst is C1COCC1.CCO. The yield is 0.920. The product is [C:87]([CH2:86][CH2:85][C:54]1[C:55]([CH2:59][CH2:60][CH2:61][CH2:62][CH2:63][CH2:64][O:65][C:66]2[CH:67]=[C:68]([C:77]3[CH:82]=[CH:81][C:80]([F:83])=[C:79]([OH:84])[CH:78]=3)[CH:69]=[C:70]([C:72](=[O:76])[N:73]([CH3:75])[CH3:74])[CH:71]=2)=[CH:56][CH:57]=[CH:58][C:53]=1[O:52][CH2:51][CH2:50][CH2:49][C:48]([OH:92])=[O:47])([OH:89])=[O:88]. The reactants are C(CCC1C(CCCCCCOC2C=C(C3C=CC(F)=C(F)C=3)C=C(C(=O)N(C)C)C=2)=CC=CC=1OCCCC(O)=O)(O)=O.C([O:47][C:48](=[O:92])[CH2:49][CH2:50][CH2:51][O:52][C:53]1[CH:58]=[CH:57][CH:56]=[C:55]([CH2:59][CH2:60][CH2:61][CH2:62][CH2:63][CH2:64][O:65][C:66]2[CH:67]=[C:68]([C:77]3[CH:82]=[CH:81][C:80]([F:83])=[C:79]([OH:84])[CH:78]=3)[CH:69]=[C:70]([C:72](=[O:76])[N:73]([CH3:75])[CH3:74])[CH:71]=2)[C:54]=1[CH2:85][CH2:86][C:87]([O:89]CC)=[O:88])C.[OH-].[Na+]. (6) The reactants are [F:1][C:2]1[CH:3]=[CH:4][C:5]([CH3:11])=[C:6]([N:8]=[C:9]=S)[CH:7]=1.[NH2:12][C:13]1[CH:18]=[CH:17][C:16]([CH2:19][C:20]([O:22][CH3:23])=[O:21])=[CH:15][C:14]=1[OH:24]. The catalyst is CO. The product is [F:1][C:2]1[CH:3]=[CH:4][C:5]([CH3:11])=[C:6]([NH:8][C:9]2[O:24][C:14]3[CH:15]=[C:16]([CH2:19][C:20]([O:22][CH3:23])=[O:21])[CH:17]=[CH:18][C:13]=3[N:12]=2)[CH:7]=1. The yield is 0.460. (7) The yield is 0.780. The catalyst is C1COCC1. The reactants are [H-].[H-].[H-].[H-].[Li+].[Al+3].C([O:9][C:10](=O)[C:11]1[CH:16]=[CH:15][C:14]([CH2:17][N:18]2[CH2:23][CH2:22][N:21]([CH2:24][CH3:25])[CH2:20][CH2:19]2)=[CH:13][CH:12]=1)C.[OH-].[Na+].O. The product is [CH2:24]([N:21]1[CH2:22][CH2:23][N:18]([CH2:17][C:14]2[CH:15]=[CH:16][C:11]([CH2:10][OH:9])=[CH:12][CH:13]=2)[CH2:19][CH2:20]1)[CH3:25].